Dataset: Full USPTO retrosynthesis dataset with 1.9M reactions from patents (1976-2016). Task: Predict the reactants needed to synthesize the given product. (1) The reactants are: [Cl:1][C:2]1[CH:7]=[CH:6][CH:5]=[CH:4][C:3]=1[CH:8]([O:10][C:11](=[O:27])[NH:12][C:13]1[C:14]([CH3:26])=[N:15][O:16][C:17]=1[C:18]1[CH:23]=[CH:22][C:21]([CH2:24]Cl)=[CH:20][CH:19]=1)[CH3:9].[CH2:28]([O:30][C:31](=[O:50])[CH2:32][C:33]1[CH:38]=[CH:37][C:36]([O:39][CH3:40])=[C:35](B2OC(C)(C)C(C)(C)O2)[CH:34]=1)[CH3:29]. Given the product [CH2:28]([O:30][C:31](=[O:50])[CH2:32][C:33]1[CH:38]=[CH:37][C:36]([O:39][CH3:40])=[C:35]([CH2:24][C:21]2[CH:22]=[CH:23][C:18]([C:17]3[O:16][N:15]=[C:14]([CH3:26])[C:13]=3[NH:12][C:11]([O:10][CH:8]([C:3]3[CH:4]=[CH:5][CH:6]=[CH:7][C:2]=3[Cl:1])[CH3:9])=[O:27])=[CH:19][CH:20]=2)[CH:34]=1)[CH3:29], predict the reactants needed to synthesize it. (2) Given the product [Cl:1][C:2]1[CH:3]=[CH:4][C:5]2[NH:11][C:10](=[O:12])[C@@H:9]([CH2:13][C:14]([O:16][CH:28]([CH3:30])[CH3:29])=[O:15])[S:8][C@H:7]([C:17]3[CH:22]=[CH:21][CH:20]=[C:19]([O:23][CH3:24])[C:18]=3[Cl:25])[C:6]=2[CH:26]=1, predict the reactants needed to synthesize it. The reactants are: [Cl:1][C:2]1[CH:3]=[CH:4][C:5]2[NH:11][C:10](=[O:12])[C@@H:9]([CH2:13][C:14]([OH:16])=[O:15])[S:8][C@H:7]([C:17]3[CH:22]=[CH:21][CH:20]=[C:19]([O:23][CH3:24])[C:18]=3[Cl:25])[C:6]=2[CH:26]=1.I[CH:28]([CH3:30])[CH3:29].C(=O)([O-])[O-].[K+].[K+]. (3) Given the product [CH2:22]([O:29][C:5]1[CH:4]=[CH:3][C:2]([O:1][CH2:8][CH2:9][CH2:10][CH2:11][CH2:12][CH2:13][CH:14]([C:16]2[O:17][C:18]([CH3:21])=[N:19][N:20]=2)[OH:15])=[CH:7][CH:6]=1)[C:23]1[CH:28]=[CH:27][CH:26]=[CH:25][CH:24]=1, predict the reactants needed to synthesize it. The reactants are: [O:1]([CH2:8][CH2:9][CH2:10][CH2:11][CH2:12][CH2:13][CH:14]([C:16]1[O:17][C:18]([CH3:21])=[N:19][N:20]=1)[OH:15])[C:2]1[CH:7]=[CH:6][CH:5]=[CH:4][CH:3]=1.[CH2:22]([O:29]C1C=CC(OCCCCCCC=O)=CC=1)[C:23]1[CH:28]=[CH:27][CH:26]=[CH:25][CH:24]=1.[Cl-].[Ce+3].[Cl-].[Cl-].CN1NC=CO1.